This data is from Reaction yield outcomes from USPTO patents with 853,638 reactions. The task is: Predict the reaction yield, written as a fraction of the theoretical maximum amount of product (1.0 means a 100% yield; for example, 0.34 means a 34% yield). (1) The reactants are [C:1]([C:5]1[CH:10]=[C:9]([S:11][CH:12]2[CH2:17][CH2:16][NH:15][CH2:14][CH2:13]2)[CH:8]=[C:7]([C:18]([CH3:21])([CH3:20])[CH3:19])[C:6]=1[OH:22])([CH3:4])([CH3:3])[CH3:2].C(N(C(C)C)CC)(C)C.[CH3:32][O:33][C:34]([C:36]1[N:37]([CH3:45])[C:38]([S:41](Cl)(=[O:43])=[O:42])=[CH:39][CH:40]=1)=[O:35]. The catalyst is C1COCC1.C(OCC)(=O)C.O. The product is [CH3:32][O:33][C:34]([C:36]1[N:37]([CH3:45])[C:38]([S:41]([N:15]2[CH2:16][CH2:17][CH:12]([S:11][C:9]3[CH:8]=[C:7]([C:18]([CH3:21])([CH3:20])[CH3:19])[C:6]([OH:22])=[C:5]([C:1]([CH3:4])([CH3:3])[CH3:2])[CH:10]=3)[CH2:13][CH2:14]2)(=[O:43])=[O:42])=[CH:39][CH:40]=1)=[O:35]. The yield is 0.988. (2) The reactants are C([N:8]1[CH2:12][C@H:11]([CH2:13][CH3:14])[C@H:10]([C:15]([O:17][CH2:18][CH3:19])=[O:16])[CH2:9]1)C1C=CC=CC=1. The catalyst is CCO. The yield is 0.790. The product is [CH2:13]([C@H:11]1[CH2:12][NH:8][CH2:9][C@H:10]1[C:15]([O:17][CH2:18][CH3:19])=[O:16])[CH3:14]. (3) The reactants are [CH:1]([C:3]1[CH:4]=[C:5](B(O)O)[CH:6]=[CH:7][CH:8]=1)=[O:2].Br[C:13]1[CH:14]=[CH:15][C:16]2[N:17]([N:19]=[CH:20][N:21]=2)[CH:18]=1.C([O-])([O-])=O.[Cs+].[Cs+]. The catalyst is CS(C)=O.O.C1C=CC(P(C2C=CC=CC=2)[C-]2C=CC=C2)=CC=1.C1C=CC(P(C2C=CC=CC=2)[C-]2C=CC=C2)=CC=1.Cl[Pd]Cl.[Fe+2]. The product is [N:21]1[CH:20]=[N:19][N:17]2[CH:18]=[C:13]([C:5]3[CH:4]=[C:3]([CH:8]=[CH:7][CH:6]=3)[CH:1]=[O:2])[CH:14]=[CH:15][C:16]=12. The yield is 0.860. (4) The reactants are [CH2:1]([O:3][C:4](=[O:19])[NH:5][C:6]1[CH:7]=[CH:8][C:9]2[C:15](=[O:16])[CH2:14][CH2:13][CH2:12][CH2:11][C:10]=2[C:17]=1[F:18])[CH3:2].[Li].CC(C)([O-])C.C(O[C@@H]([CH2:33][NH:34][C:35](=[O:37])[CH3:36])CCl)(=O)C. The catalyst is CN(C)C=O.CO. The product is [F:18][C:17]1[C:10]2[CH2:11][CH2:12][CH2:13][CH2:14][C:15](=[O:16])[C:9]=2[CH:8]=[CH:7][C:6]=1[N:5]1[CH2:2][C@H:1]([CH2:33][NH:34][C:35](=[O:37])[CH3:36])[O:3][C:4]1=[O:19]. The yield is 0.880. (5) No catalyst specified. The reactants are O[CH2:2][C:3]1[CH:19]=[CH:18][C:6]([CH2:7][NH:8][S:9]([C:12]2[CH:17]=[CH:16][CH:15]=[CH:14][N:13]=2)(=[O:11])=[O:10])=[CH:5][CH:4]=1.CCN(CC)CC.CS([Cl:31])(=O)=O. The product is [Cl:31][CH2:2][C:3]1[CH:19]=[CH:18][C:6]([CH2:7][NH:8][S:9]([C:12]2[CH:17]=[CH:16][CH:15]=[CH:14][N:13]=2)(=[O:11])=[O:10])=[CH:5][CH:4]=1. The yield is 0.450. (6) The reactants are [NH2:1][C:2]1[C:7]([CH3:8])=[CH:6][C:5]([CH2:9][C@@H:10]([C:15]([O:17][CH2:18][C:19]2[CH:24]=[CH:23][CH:22]=[CH:21][CH:20]=2)=[O:16])[C:11]([O:13][CH3:14])=[O:12])=[CH:4][C:3]=1[CH3:25].C([O-])(=O)C.[K+].[N:31](OCCC(C)C)=O.C(=O)(O)[O-].[Na+].C(NCC)C.CCCCCCC. The catalyst is C(O)C.C(O)(=O)C.C1(C)C=CC=CC=1. The product is [CH2:18]([O:17][C:15]([C@H:10]([CH2:9][C:5]1[CH:6]=[C:7]2[C:2](=[C:3]([CH3:25])[CH:4]=1)[NH:1][N:31]=[CH:8]2)[C:11]([O:13][CH3:14])=[O:12])=[O:16])[C:19]1[CH:20]=[CH:21][CH:22]=[CH:23][CH:24]=1. The yield is 0.760.